This data is from Reaction yield outcomes from USPTO patents with 853,638 reactions. The task is: Predict the reaction yield, written as a fraction of the theoretical maximum amount of product (1.0 means a 100% yield; for example, 0.34 means a 34% yield). (1) The reactants are P([Cl:9])(OCC)(OCC)=O.[CH3:10][O:11][CH2:12][C@H:13]([NH:38][C:39]([C:41]1[S:45][C:44]([CH3:46])=[N:43][CH:42]=1)=[O:40])[C:14]([NH:16][C@@H:17]([CH2:35][O:36][CH3:37])[C:18]([NH:20][C@@H:21]([CH2:28][C:29]1[CH:34]=[CH:33][CH:32]=[CH:31][CH:30]=1)[C:22]([C@@:24]1([CH3:27])[CH2:26][O:25]1)=[O:23])=[O:19])=[O:15]. The catalyst is ClCCl.O.Cl[Ti](Cl)(Cl)Cl. The product is [Cl:9][CH2:26][C@:24]([OH:25])([CH3:27])[C:22](=[O:23])[C@@H:21]([NH:20][C:18](=[O:19])[C@@H:17]([NH:16][C:14](=[O:15])[C@@H:13]([NH:38][C:39]([C:41]1[S:45][C:44]([CH3:46])=[N:43][CH:42]=1)=[O:40])[CH2:12][O:11][CH3:10])[CH2:35][O:36][CH3:37])[CH2:28][C:29]1[CH:34]=[CH:33][CH:32]=[CH:31][CH:30]=1. The yield is 0.630. (2) The reactants are [OH-:1].[Na+].[C:3]([O:7][C:8]([NH:10][CH:11]([CH2:15][S:16][CH2:17][CH:18]1[CH2:20][CH2:19]1)[C:12]([OH:14])=[O:13])=[O:9])([CH3:6])([CH3:5])[CH3:4].OOS([O-])=O.[K+].C(=O)(O)[O-].[Na+].[OH2:32]. No catalyst specified. The product is [C:3]([O:7][C:8]([NH:10][C@@H:11]([CH2:15][S:16]([CH2:17][CH:18]1[CH2:19][CH2:20]1)(=[O:32])=[O:1])[C:12]([OH:14])=[O:13])=[O:9])([CH3:6])([CH3:4])[CH3:5]. The yield is 0.310. (3) The reactants are [NH2:1][C:2]1[CH:7]=[CH:6][C:5]([C:8]2([C:14]#[N:15])[CH2:13][CH2:12][O:11][CH2:10][CH2:9]2)=[CH:4][C:3]=1[Br:16].C[Si]([N:21]=[N+:22]=[N-:23])(C)C.[F-].C([N+](CCCC)(CCCC)CCCC)CCC. The catalyst is CCOC(C)=O. The yield is 0.910. The product is [Br:16][C:3]1[CH:4]=[C:5]([C:8]2([C:14]3[N:21]=[N:22][NH:23][N:15]=3)[CH2:9][CH2:10][O:11][CH2:12][CH2:13]2)[CH:6]=[CH:7][C:2]=1[NH2:1]. (4) The catalyst is O. The product is [F:19][C:20]([F:24])([F:23])[CH2:21][O:22][C:2]1[C:7]([N+:8]([O-:10])=[O:9])=[C:6]([O:16][CH2:13][C:20]([F:24])([F:23])[F:19])[CH:5]=[C:4]([CH3:12])[N:3]=1. The reactants are Cl[C:2]1[C:7]([N+:8]([O-:10])=[O:9])=[C:6](Cl)[CH:5]=[C:4]([CH3:12])[N:3]=1.[C:13](=[O:16])([O-])[O-].[K+].[K+].[F:19][C:20]([F:24])([F:23])[CH2:21][OH:22]. The yield is 0.940. (5) The reactants are C(OP([CH2:9][C:10]#[N:11])(OCC)=O)C.[H-].[Na+].[C:14]([O:17][CH2:18][C:19]([CH3:48])([CH3:47])[CH2:20][N:21]1[C:27]2[CH:28]=[CH:29][C:30]([Cl:32])=[CH:31][C:26]=2[C@@H:25]([C:33]2[CH:38]=[CH:37][CH:36]=[C:35]([O:39][CH3:40])[C:34]=2[O:41][CH3:42])[O:24][C@H:23]([CH2:43][CH:44]=O)[C:22]1=[O:46])(=[O:16])[CH3:15]. The catalyst is C1COCC1.C(OCC)(=O)C. The product is [C:14]([O:17][CH2:18][C:19]([CH3:47])([CH3:48])[CH2:20][N:21]1[C:27]2[CH:28]=[CH:29][C:30]([Cl:32])=[CH:31][C:26]=2[C@@H:25]([C:33]2[CH:38]=[CH:37][CH:36]=[C:35]([O:39][CH3:40])[C:34]=2[O:41][CH3:42])[O:24][C@H:23]([CH2:43]/[CH:44]=[CH:9]/[C:10]#[N:11])[C:22]1=[O:46])(=[O:16])[CH3:15]. The yield is 0.710. (6) The reactants are CCN(C(C)C)C(C)C.C1C=CC2N(O)N=NC=2C=1.CCN=C=NCCCN(C)C.[N:31]1[CH:36]=[CH:35][CH:34]=[C:33]([N:37]2[CH:41]=[C:40]([C:42]([NH:44][CH2:45][C:46]([OH:48])=O)=[O:43])[N:39]=[N:38]2)[CH:32]=1.NC1C=NC=CC=1.Cl.[NH:57]1[CH2:62][CH2:61][CH:60]([O:63][C:64]2[CH:65]=[C:66]([CH:69]=[CH:70][CH:71]=2)[C:67]#[N:68])[CH2:59][CH2:58]1.Cl.ClC1C=CC=CC=1OC1CCNCC1. The catalyst is CN(C=O)C.O. The product is [C:67]([C:66]1[CH:65]=[C:64]([CH:71]=[CH:70][CH:69]=1)[O:63][CH:60]1[CH2:61][CH2:62][N:57]([C:46](=[O:48])[CH2:45][NH:44][C:42]([C:40]2[N:39]=[N:38][N:37]([C:33]3[CH:32]=[N:31][CH:36]=[CH:35][CH:34]=3)[CH:41]=2)=[O:43])[CH2:58][CH2:59]1)#[N:68]. The yield is 0.115.